From a dataset of Peptide-MHC class I binding affinity with 185,985 pairs from IEDB/IMGT. Regression. Given a peptide amino acid sequence and an MHC pseudo amino acid sequence, predict their binding affinity value. This is MHC class I binding data. (1) The peptide sequence is FTFERSKIK. The MHC is HLA-A03:01 with pseudo-sequence HLA-A03:01. The binding affinity (normalized) is 0.510. (2) The peptide sequence is VAASIIGILH. The MHC is HLA-A03:01 with pseudo-sequence HLA-A03:01. The binding affinity (normalized) is 0.0182. (3) The peptide sequence is GRWMLPQGM. The MHC is HLA-B18:01 with pseudo-sequence HLA-B18:01. The binding affinity (normalized) is 0.0847. (4) The peptide sequence is TPQDLNMML. The MHC is HLA-B07:02 with pseudo-sequence HLA-B07:02. The binding affinity (normalized) is 0.576.